Dataset: Full USPTO retrosynthesis dataset with 1.9M reactions from patents (1976-2016). Task: Predict the reactants needed to synthesize the given product. (1) Given the product [NH2:1][CH2:2][C:3]1[CH:4]=[C:5]([C:9]2[N:14]=[C:13]([C:33]3[CH:34]=[CH:35][N:31]([Si:30]([CH:39]([CH3:41])[CH3:40])([CH:42]([CH3:44])[CH3:43])[CH:28]([CH3:27])[CH3:29])[CH:32]=3)[C:12]3[N:16]=[C:17]([C:21]4[C:22]([NH2:26])=[N:23][O:24][N:25]=4)[N:18]([CH2:19][CH3:20])[C:11]=3[CH:10]=2)[CH:6]=[CH:7][CH:8]=1, predict the reactants needed to synthesize it. The reactants are: [NH2:1][CH2:2][C:3]1[CH:4]=[C:5]([C:9]2[N:14]=[C:13](Cl)[C:12]3[N:16]=[C:17]([C:21]4[C:22]([NH2:26])=[N:23][O:24][N:25]=4)[N:18]([CH2:19][CH3:20])[C:11]=3[CH:10]=2)[CH:6]=[CH:7][CH:8]=1.[CH3:27][CH:28]([Si:30]([CH:42]([CH3:44])[CH3:43])([CH:39]([CH3:41])[CH3:40])[N:31]1[CH:35]=[CH:34][C:33](B(O)O)=[CH:32]1)[CH3:29].C([O-])([O-])=O.[K+].[K+]. (2) The reactants are: [CH3:1][C:2]1[CH:7]=[CH:6][C:5]([CH2:8][CH:9]=[CH:10][O:11]C)=[CH:4][CH:3]=1.CC1C=CC(C=O)=CC=1. Given the product [CH3:1][C:2]1[CH:7]=[CH:6][C:5]([CH2:8][CH2:9][CH:10]=[O:11])=[CH:4][CH:3]=1, predict the reactants needed to synthesize it. (3) Given the product [CH3:28][C:29]1[C:34](=[O:35])[C:33]([CH3:36])=[C:32]([CH3:37])[C:31](=[O:38])[C:30]=1[CH2:39][C:40]1[CH:41]=[CH:42][C:43]([O:49][C:50](=[O:52])[CH3:51])=[C:44]([CH:48]=1)[C:45]([NH:7][C:6]1[CH:8]=[CH:9][C:3]([C:2]([F:10])([F:11])[F:1])=[CH:4][CH:5]=1)=[O:46], predict the reactants needed to synthesize it. The reactants are: [F:1][C:2]([F:11])([F:10])[C:3]1[CH:9]=[CH:8][C:6]([NH2:7])=[CH:5][CH:4]=1.C(N(CC)CC)C.[Cl-].ClC1N(C)CC[NH+]1C.[CH3:28][C:29]1[C:34](=[O:35])[C:33]([CH3:36])=[C:32]([CH3:37])[C:31](=[O:38])[C:30]=1[CH2:39][C:40]1[CH:41]=[CH:42][C:43]([O:49][C:50](=[O:52])[CH3:51])=[C:44]([CH:48]=1)[C:45](O)=[O:46]. (4) The reactants are: [C:1]([N:5]1[C:9]([CH3:10])=[CH:8][C:7]([C:11]([O:13]CC)=[O:12])=[N:6]1)([CH3:4])([CH3:3])[CH3:2].C(O)C.O.O1CCOCC1.[OH-].[Li+].Cl. Given the product [C:1]([N:5]1[C:9]([CH3:10])=[CH:8][C:7]([C:11]([OH:13])=[O:12])=[N:6]1)([CH3:4])([CH3:2])[CH3:3], predict the reactants needed to synthesize it. (5) Given the product [CH3:8][O:7][C:6]1[CH:9]=[CH:10][C:3]([N:2]([CH3:1])[C:12]2[C:13]3[S:20][CH:19]=[C:18]([CH3:21])[C:14]=3[N:15]=[CH:16][N:17]=2)=[CH:4][CH:5]=1, predict the reactants needed to synthesize it. The reactants are: [CH3:1][NH:2][C:3]1[CH:10]=[CH:9][C:6]([O:7][CH3:8])=[CH:5][CH:4]=1.Cl[C:12]1[C:13]2[S:20][CH:19]=[C:18]([CH3:21])[C:14]=2[N:15]=[CH:16][N:17]=1. (6) Given the product [F:1][C:2]1[C:7]([OH:8])=[CH:6][CH:5]=[CH:4][C:3]=1[C:13]1[N:18]=[C:17]([C:19]2[CH:24]=[CH:23][CH:22]=[C:21]([NH:25][C:26]([CH:28]3[CH2:33][CH2:32][CH2:31][NH:30][CH2:29]3)=[O:27])[CH:20]=2)[CH:16]=[C:15]([N:34]2[CH2:39][CH2:38][O:37][CH2:36][CH2:35]2)[N:14]=1, predict the reactants needed to synthesize it. The reactants are: [F:1][C:2]1[C:7]([OH:8])=[CH:6][CH:5]=[CH:4][C:3]=1B(O)O.Cl[C:13]1[N:18]=[C:17]([C:19]2[CH:24]=[CH:23][CH:22]=[C:21]([NH:25][C:26]([CH:28]3[CH2:33][CH2:32][CH2:31][NH:30][CH2:29]3)=[O:27])[CH:20]=2)[CH:16]=[C:15]([N:34]2[CH2:39][CH2:38][O:37][CH2:36][CH2:35]2)[N:14]=1.C(=O)([O-])[O-].[Na+].[Na+]. (7) Given the product [N:24]1[C:25]([NH:29][CH:41]([C:43]2[O:44][C:45](=[O:65])[C:46]3[C:51]([C:52]=2[C:53]2[S:54][C:55]([CH2:58][N:59]4[CH2:60][CH2:61][O:62][CH2:63][CH2:64]4)=[CH:56][CH:57]=2)=[CH:50][CH:49]=[CH:48][CH:47]=3)[CH3:42])=[C:26]2[C:21]([NH:20][CH:28]=[N:27]2)=[N:22][CH:23]=1, predict the reactants needed to synthesize it. The reactants are: C([N:20]1[CH:28]=[N:27][C:26]2[C:21]1=[N:22][CH:23]=[N:24][C:25]=2[NH:29]C(=O)OC(C)(C)C)(C1C=CC=CC=1)(C1C=CC=CC=1)C1C=CC=CC=1.[H-].[Na+].Br.Br[CH:41]([C:43]1[O:44][C:45](=[O:65])[C:46]2[C:51]([C:52]=1[C:53]1[S:54][C:55]([CH2:58][N:59]3[CH2:64][CH2:63][O:62][CH2:61][CH2:60]3)=[CH:56][CH:57]=1)=[CH:50][CH:49]=[CH:48][CH:47]=2)[CH3:42].